Regression/Classification. Given a drug SMILES string, predict its absorption, distribution, metabolism, or excretion properties. Task type varies by dataset: regression for continuous measurements (e.g., permeability, clearance, half-life) or binary classification for categorical outcomes (e.g., BBB penetration, CYP inhibition). Dataset: cyp2c9_veith. From a dataset of CYP2C9 inhibition data for predicting drug metabolism from PubChem BioAssay. (1) The compound is O=C(O)c1ccc([N+]2=Cn3c(nc4ccccc43)C2)cc1. The result is 0 (non-inhibitor). (2) The drug is N#Cc1ccccc1NC(=O)Nc1cccs1. The result is 0 (non-inhibitor). (3) The result is 1 (inhibitor). The drug is O=c1c(-c2ccc(F)cc2)nc2cnc(Oc3cccc(Cl)c3)nc2n1C1CC1. (4) The compound is Cc1ccc(C(CC(N)=O)c2ccco2)cc1. The result is 0 (non-inhibitor).